This data is from Forward reaction prediction with 1.9M reactions from USPTO patents (1976-2016). The task is: Predict the product of the given reaction. (1) The product is: [C:1]([C:5]1[N:6]=[C:7]([N:32]2[CH2:36][CH2:35][C@H:34]([OH:37])[CH2:33]2)[C:8]2[N:13]=[N:12][N:11]([CH2:14][C:15]3[CH:20]=[CH:19][CH:18]=[CH:17][C:16]=3[Cl:21])[C:9]=2[N:10]=1)([CH3:4])([CH3:3])[CH3:2]. Given the reactants [C:1]([C:5]1[N:6]=[C:7](Cl)[C:8]2[N:13]=[N:12][N:11]([CH2:14][C:15]3[CH:20]=[CH:19][CH:18]=[CH:17][C:16]=3[Cl:21])[C:9]=2[N:10]=1)([CH3:4])([CH3:3])[CH3:2].C(N(C(C)C)C(C)C)C.[NH:32]1[CH2:36][CH2:35][C@H:34]([OH:37])[CH2:33]1.C1(C)C=CC=CC=1, predict the reaction product. (2) Given the reactants [NH2:1][C:2]1[CH:7]=[CH:6][C:5]([CH:8]2[CH2:22][N:12]3[C:13](=[O:21])[NH:14][C:15]4[CH:16]=[CH:17][CH:18]=[CH:19][C:20]=4[C:11]3=[N:10][CH2:9]2)=[C:4]([CH3:23])[CH:3]=1.C(N(CC)CC)C.[F:31][C:32]1[CH:37]=[CH:36][C:35]([C:38]([F:41])([F:40])[F:39])=[CH:34][C:33]=1[N:42]=[C:43]=[O:44], predict the reaction product. The product is: [F:31][C:32]1[CH:37]=[CH:36][C:35]([C:38]([F:41])([F:40])[F:39])=[CH:34][C:33]=1[NH:42][C:43]([NH:1][C:2]1[CH:7]=[CH:6][C:5]([CH:8]2[CH2:22][N:12]3[C:13](=[O:21])[NH:14][C:15]4[CH:16]=[CH:17][CH:18]=[CH:19][C:20]=4[C:11]3=[N:10][CH2:9]2)=[C:4]([CH3:23])[CH:3]=1)=[O:44]. (3) Given the reactants [CH3:1][N:2]([CH2:4][C:5]1[CH:10]=[CH:9][C:8]([CH:11]2[CH:20]([C:21]3[CH:26]=[CH:25][C:24]([CH2:27][N:28]([CH3:30])[CH3:29])=[CH:23][CH:22]=3)[C:19](=O)[C:18]3[C:17]([C:32](OCC)=[O:33])=[CH:16][C:15]([F:37])=[CH:14][C:13]=3[NH:12]2)=[CH:7][CH:6]=1)[CH3:3].O.[NH2:39][NH2:40], predict the reaction product. The product is: [CH3:1][N:2]([CH2:4][C:5]1[CH:10]=[CH:9][C:8]([CH:11]2[NH:12][C:13]3[C:18]4[C:19](=[N:39][NH:40][C:32](=[O:33])[C:17]=4[CH:16]=[C:15]([F:37])[CH:14]=3)[CH:20]2[C:21]2[CH:26]=[CH:25][C:24]([CH2:27][N:28]([CH3:30])[CH3:29])=[CH:23][CH:22]=2)=[CH:7][CH:6]=1)[CH3:3]. (4) The product is: [OH:19][CH:8]1[C:7]2[CH:6]=[C:5]([O:4][CH2:3][CH2:2][O:1][C:20](=[O:24])[C:21]([CH3:23])=[CH2:22])[CH:18]=[CH:17][C:16]=2[S:15][C:14]2[C:9]1=[CH:10][CH:11]=[CH:12][CH:13]=2. Given the reactants [OH:1][CH2:2][CH2:3][O:4][C:5]1[CH:18]=[CH:17][C:16]2[S:15][C:14]3[C:9](=[CH:10][CH:11]=[CH:12][CH:13]=3)[CH:8]([OH:19])[C:7]=2[CH:6]=1.[C:20](O[C:20](=[O:24])[C:21]([CH3:23])=[CH2:22])(=[O:24])[C:21]([CH3:23])=[CH2:22].C(N(CC)CC)C.O, predict the reaction product. (5) Given the reactants [NH2:1][C:2]1[C:16]([F:17])=[CH:15][C:5]([C:6]([NH:8][C@@H:9]2[CH2:13][CH2:12][N:11]([CH3:14])[CH2:10]2)=[O:7])=[C:4]([F:18])[CH:3]=1.N1(CCN)CCC[CH2:20]1, predict the reaction product. The product is: [NH2:1][C:2]1[C:16]([F:17])=[CH:15][C:5]([C:6]([NH:8][CH2:9][CH2:10][N:11]2[CH2:14][CH2:20][CH2:13][CH2:12]2)=[O:7])=[C:4]([F:18])[CH:3]=1. (6) The product is: [CH:41]1([NH:40][S:37]([C:33]2[CH:32]=[C:31]([NH:30][C:27]([C:26]3[CH:25]=[N:24][N:17]4[C:18]([C:20]([F:21])([F:22])[F:23])=[CH:19][C:14]([C:6]5[CH:7]=[CH:8][C:9]([C:10]([F:13])([F:12])[F:11])=[C:4]([O:3][CH2:1][CH3:2])[CH:5]=5)=[N:15][C:16]=34)=[O:28])[CH:36]=[CH:35][CH:34]=2)(=[O:39])=[O:38])[CH2:43][CH2:42]1. Given the reactants [CH2:1]([O:3][C:4]1[CH:5]=[C:6]([C:14]2[CH:19]=[C:18]([C:20]([F:23])([F:22])[F:21])[N:17]3[N:24]=[CH:25][C:26]([C:27](O)=[O:28])=[C:16]3[N:15]=2)[CH:7]=[CH:8][C:9]=1[C:10]([F:13])([F:12])[F:11])[CH3:2].[NH2:30][C:31]1[CH:32]=[C:33]([S:37]([NH:40][CH:41]2[CH2:43][CH2:42]2)(=[O:39])=[O:38])[CH:34]=[CH:35][CH:36]=1, predict the reaction product. (7) The product is: [NH2:28][C:25]1[CH:24]=[CH:23][C:22]([S:19]([NH:18][C:14]2[CH:15]=[CH:16][CH:17]=[C:12]([NH:11][C:8]3[N:7]=[C:6]([C:31]4[C:39]5[C:34](=[CH:35][CH:36]=[CH:37][CH:38]=5)[N:33]([S:40]([C:43]5[CH:44]=[CH:45][CH:46]=[CH:47][CH:48]=5)(=[O:41])=[O:42])[CH:32]=4)[C:5]([Cl:4])=[CH:10][N:9]=3)[CH:13]=2)(=[O:21])=[O:20])=[CH:27][CH:26]=1. Given the reactants [Sn](Cl)Cl.[Cl:4][C:5]1[C:6]([C:31]2[C:39]3[C:34](=[CH:35][CH:36]=[CH:37][CH:38]=3)[N:33]([S:40]([C:43]3[CH:48]=[CH:47][CH:46]=[CH:45][CH:44]=3)(=[O:42])=[O:41])[CH:32]=2)=[N:7][C:8]([NH:11][C:12]2[CH:13]=[C:14]([NH:18][S:19]([C:22]3[CH:27]=[CH:26][C:25]([N+:28]([O-])=O)=[CH:24][CH:23]=3)(=[O:21])=[O:20])[CH:15]=[CH:16][CH:17]=2)=[N:9][CH:10]=1, predict the reaction product. (8) Given the reactants [OH:1][CH2:2][CH2:3][N:4]1[CH2:8][C:7](=[O:9])[N:6]([CH2:10][CH2:11][CH2:12][CH2:13][N:14]2[CH2:19][CH2:18][N:17]([C:20]3[CH:25]=[CH:24][CH:23]=[CH:22][C:21]=3[O:26][CH3:27])[CH2:16][CH2:15]2)[C:5]1=[O:28].C(N(CC)CC)C.[S:36](Cl)([C:39]1[CH:45]=[CH:44][C:42]([CH3:43])=[CH:41][CH:40]=1)(=[O:38])=[O:37], predict the reaction product. The product is: [CH3:43][C:42]1[CH:44]=[CH:45][C:39]([S:36]([O:1][CH2:2][CH2:3][N:4]2[CH2:8][C:7](=[O:9])[N:6]([CH2:10][CH2:11][CH2:12][CH2:13][N:14]3[CH2:19][CH2:18][N:17]([C:20]4[CH:25]=[CH:24][CH:23]=[CH:22][C:21]=4[O:26][CH3:27])[CH2:16][CH2:15]3)[C:5]2=[O:28])(=[O:38])=[O:37])=[CH:40][CH:41]=1. (9) Given the reactants [C:1](OC(C1C=C(OC2C=CC(S(C)(=O)=O)=CC=2)C2CC(COC)OC=2C=1)=O)(C)(C)C.[C:31]([O:35][C:36]([C:38]1[CH:49]=[C:48]([O:50][C:51]2[CH:56]=[CH:55][C:54]([S:57]([CH:60]3[CH2:62][CH2:61]3)(=[O:59])=[O:58])=[CH:53][CH:52]=2)[C:41]2[CH2:42][C:43]([CH2:46][OH:47])([CH3:45])[O:44][C:40]=2[CH:39]=1)=[O:37])([CH3:34])([CH3:33])[CH3:32].CI, predict the reaction product. The product is: [C:31]([O:35][C:36]([C:38]1[CH:49]=[C:48]([O:50][C:51]2[CH:52]=[CH:53][C:54]([S:57]([CH:60]3[CH2:61][CH2:62]3)(=[O:59])=[O:58])=[CH:55][CH:56]=2)[C:41]2[CH2:42][C:43]([CH2:46][O:47][CH3:1])([CH3:45])[O:44][C:40]=2[CH:39]=1)=[O:37])([CH3:32])([CH3:33])[CH3:34].